Dataset: Reaction yield outcomes from USPTO patents with 853,638 reactions. Task: Predict the reaction yield, written as a fraction of the theoretical maximum amount of product (1.0 means a 100% yield; for example, 0.34 means a 34% yield). (1) The reactants are [Br:1][C:2]1[CH:3]=[C:4]([NH:10][C:11]2[CH:16]=[CH:15][C:14]([C:17](O)([CH3:19])[CH3:18])=[CH:13][N:12]=2)[C:5](=[O:9])[N:6]([CH3:8])[CH:7]=1.C(O)(=[O:23])C.S(=O)(=O)(O)O.C(=O)(O)[O-].[Na+].[Cl:35][CH2:36][C:37]#[N:38]. The catalyst is C(OCC)(=O)C. The product is [Br:1][C:2]1[CH:3]=[C:4]([NH:10][C:11]2[N:12]=[CH:13][C:14]([C:17]([NH:38][C:37](=[O:23])[CH2:36][Cl:35])([CH3:19])[CH3:18])=[CH:15][CH:16]=2)[C:5](=[O:9])[N:6]([CH3:8])[CH:7]=1. The yield is 0.700. (2) The reactants are [Br:1][C:2]1[CH:3]=[C:4]([CH:7]=[O:8])[S:5][CH:6]=1.[CH2:9]([OH:11])[CH3:10].[Cl-].[NH4+].C([O-])([O-])O[CH2:16][CH3:17]. No catalyst specified. The product is [Br:1][C:2]1[CH:3]=[C:4]([CH:7]([O:11][CH2:9][CH3:10])[O:8][CH2:16][CH3:17])[S:5][CH:6]=1. The yield is 0.810. (3) The reactants are [C:1]1(=[O:16])[N:5]([CH2:6][C@@H:7]([OH:10])[CH2:8]Br)[C:4](=[O:11])[C:3]2=[CH:12][CH:13]=[CH:14][CH:15]=[C:2]12.CO.C[O-].[Na+].O. The catalyst is C1(C)C=CC=CC=1. The product is [C:1]1(=[O:16])[N:5]([CH2:6][C@@H:7]2[CH2:8][O:10]2)[C:4](=[O:11])[C:3]2=[CH:12][CH:13]=[CH:14][CH:15]=[C:2]12. The yield is 0.567. (4) The reactants are [NH4+].[Cl-].[CH3:3][C:4]1[CH:9]=[CH:8][N:7]=[C:6]([NH2:10])[C:5]=1[N+:11]([O-])=O. The catalyst is CC(O)C.O.[Fe]. The product is [CH3:3][C:4]1[CH:9]=[CH:8][N:7]=[C:6]([NH2:10])[C:5]=1[NH2:11]. The yield is 0.370. (5) The product is [CH2:1]([O:3][C:4]([C:6]1[CH:7]=[C:8]2[C:13](=[CH:14][CH:15]=1)[NH:12][CH:11]([C:16]1[CH:21]=[CH:20][CH:19]=[C:18]([N:22]([CH:23]([CH3:24])[CH3:25])[C:29]([NH2:30])=[O:28])[CH:17]=1)[C:10]([CH3:26])([CH3:27])[CH2:9]2)=[O:5])[CH3:2]. The catalyst is C(O)(=O)C.O. The reactants are [CH2:1]([O:3][C:4]([C:6]1[CH:7]=[C:8]2[C:13](=[CH:14][CH:15]=1)[NH:12][CH:11]([C:16]1[CH:21]=[CH:20][CH:19]=[C:18]([NH:22][CH:23]([CH3:25])[CH3:24])[CH:17]=1)[C:10]([CH3:27])([CH3:26])[CH2:9]2)=[O:5])[CH3:2].[O-:28][C:29]#[N:30].[Na+]. The yield is 1.00. (6) The reactants are C([Li])CCC.[CH2:6]([O:8][C:9]1[CH:14]=[C:13]([F:15])[CH:12]=[C:11]([F:16])[CH:10]=1)[CH3:7].[C:17](=[O:19])=[O:18].[OH-].[Na+]. The catalyst is O1CCCC1.O. The product is [CH2:6]([O:8][C:9]1[CH:10]=[C:11]([F:16])[C:12]([C:17]([OH:19])=[O:18])=[C:13]([F:15])[CH:14]=1)[CH3:7]. The yield is 0.890.